From a dataset of Forward reaction prediction with 1.9M reactions from USPTO patents (1976-2016). Predict the product of the given reaction. Given the reactants [CH3:1][C:2]1[CH:10]=[CH:9][C:5]([C:6](Cl)=[O:7])=[CH:4][C:3]=1[N+:11]([O-:13])=[O:12].[NH:14]1[CH2:19][CH2:18][CH:17]([C:20]2[CH:29]=[CH:28][C:23]([C:24]([O:26][CH3:27])=[O:25])=[CH:22][CH:21]=2)[CH2:16][CH2:15]1.CCN(C(C)C)C(C)C, predict the reaction product. The product is: [CH3:1][C:2]1[CH:10]=[CH:9][C:5]([C:6]([N:14]2[CH2:19][CH2:18][CH:17]([C:20]3[CH:29]=[CH:28][C:23]([C:24]([O:26][CH3:27])=[O:25])=[CH:22][CH:21]=3)[CH2:16][CH2:15]2)=[O:7])=[CH:4][C:3]=1[N+:11]([O-:13])=[O:12].